Dataset: Reaction yield outcomes from USPTO patents with 853,638 reactions. Task: Predict the reaction yield, written as a fraction of the theoretical maximum amount of product (1.0 means a 100% yield; for example, 0.34 means a 34% yield). (1) The reactants are [CH3:1][O:2][C:3]1[C:8]2[O:9][CH2:10][O:11][C:7]=2[CH:6]=[C:5]([C:12](OC)=[O:13])[CH:4]=1.[H-].[H-].[H-].[H-].[Li+].[Al+3].O.[OH-].[Na+]. The catalyst is C1COCC1. The product is [CH3:1][O:2][C:3]1[C:8]2[O:9][CH2:10][O:11][C:7]=2[CH:6]=[C:5]([CH2:12][OH:13])[CH:4]=1. The yield is 0.520. (2) The reactants are [CH3:1][C:2]1[CH:3]=[CH:4][C:5]([N+:11]([O-:13])=[O:12])=[C:6]([CH:10]=1)[C:7]([OH:9])=O.[OH:14][NH:15][C:16](=[NH:22])[C:17]([O:19][CH2:20][CH3:21])=[O:18].CN(C(ON1N=NC2C=CC=NC1=2)=[N+](C)C)C.F[P-](F)(F)(F)(F)F.CCN(C(C)C)C(C)C. The catalyst is C(#N)C. The product is [OH:14][N:15]=[C:16]([NH:22][C:7](=[O:9])[C:6]1[CH:10]=[C:2]([CH3:1])[CH:3]=[CH:4][C:5]=1[N+:11]([O-:13])=[O:12])[C:17]([O:19][CH2:20][CH3:21])=[O:18]. The yield is 0.920. (3) The reactants are [F:1][C:2]([F:25])([F:24])[C:3]([NH:5][C:6]1[CH:11]=[C:10]([N:12]([CH3:22])[C:13]2[CH:18]=[CH:17][C:16]([N+:19]([O-])=O)=[CH:15][N:14]=2)[CH:9]=[CH:8][C:7]=1[F:23])=[O:4].O1CCCC1. The catalyst is C(O)C.[C].[Pd]. The product is [NH2:19][C:16]1[CH:17]=[CH:18][C:13]([N:12]([CH3:22])[C:10]2[CH:9]=[CH:8][C:7]([F:23])=[C:6]([NH:5][C:3](=[O:4])[C:2]([F:25])([F:1])[F:24])[CH:11]=2)=[N:14][CH:15]=1. The yield is 0.680.